Dataset: Full USPTO retrosynthesis dataset with 1.9M reactions from patents (1976-2016). Task: Predict the reactants needed to synthesize the given product. (1) Given the product [NH2:6][C:4](=[O:5])[CH2:3][NH:2][C:16](=[O:17])[C:15]1[CH:19]=[CH:20][C:12](/[CH:11]=[CH:10]/[CH:9]([C:25]2[CH:26]=[C:27]([Cl:33])[C:28]([Cl:32])=[C:29]([Cl:31])[CH:30]=2)[C:8]([F:7])([F:34])[F:35])=[CH:13][C:14]=1[C:21]([F:23])([F:24])[F:22], predict the reactants needed to synthesize it. The reactants are: Cl.[NH2:2][CH2:3][C:4]([NH2:6])=[O:5].[F:7][C:8]([F:35])([F:34])[CH:9]([C:25]1[CH:30]=[C:29]([Cl:31])[C:28]([Cl:32])=[C:27]([Cl:33])[CH:26]=1)/[CH:10]=[CH:11]/[C:12]1[CH:20]=[CH:19][C:15]([C:16](O)=[O:17])=[C:14]([C:21]([F:24])([F:23])[F:22])[CH:13]=1.F[P-](F)(F)(F)(F)F.C(C(=NO[C+](N(C)C)N1CCOCC1)C(OCC)=O)#N.CN1CCOCC1. (2) The reactants are: [C:1]([C:5]1[CH:10]=[CH:9][C:8]([C:11]2[O:12][CH2:13][C:14]([CH3:17])([CH3:16])[N:15]=2)=[CH:7][CH:6]=1)([CH3:4])([CH3:3])[CH3:2].C([Li])CCC.CN([CH:26]=[O:27])C. Given the product [C:1]([C:5]1[CH:6]=[CH:7][C:8]([C:11]2[O:12][CH2:13][C:14]([CH3:17])([CH3:16])[N:15]=2)=[C:9]([CH:10]=1)[CH:26]=[O:27])([CH3:4])([CH3:2])[CH3:3], predict the reactants needed to synthesize it. (3) Given the product [CH3:23][CH2:22][CH2:21][CH:20]([CH3:25])[CH3:19].[F:8][C:9]1[CH:15]=[CH:14][C:13]([N+:16]([O-:18])=[O:17])=[CH:12][C:10]=1[NH:11][C:19](=[O:26])[C:20]1[CH:25]=[CH:24][CH:23]=[CH:22][CH:21]=1, predict the reactants needed to synthesize it. The reactants are: C(N(CC)CC)C.[F:8][C:9]1[CH:15]=[CH:14][C:13]([N+:16]([O-:18])=[O:17])=[CH:12][C:10]=1[NH2:11].[C:19](Cl)(=[O:26])[C:20]1[CH:25]=[CH:24][CH:23]=[CH:22][CH:21]=1.C(OCC)C. (4) Given the product [Br:35][C:36]1[CH:43]=[CH:42][C:39]([CH2:40][C:21]2([C:22]([O:24][CH2:25][CH3:26])=[O:23])[CH2:30][C@@H:29]([C@@H:4]([NH:12][C:13]([O:14][C:15]([CH3:16])([CH3:17])[CH3:18])=[O:19])[CH2:5][C:6]3[CH:7]=[CH:8][CH:9]=[CH:10][CH:11]=3)[O:28][C:20]2=[O:27])=[CH:38][CH:37]=1, predict the reactants needed to synthesize it. The reactants are: O1C[C@H]1[C@@H:4]([NH:12][C:13](=[O:19])[O:14][C:15]([CH3:18])([CH3:17])[CH3:16])[CH2:5][C:6]1[CH:11]=[CH:10][CH:9]=[CH:8][CH:7]=1.[C:20]([O:28][CH2:29][CH3:30])(=[O:27])[CH2:21][C:22]([O:24][CH2:25][CH3:26])=[O:23].CC[O-].[Na+].[Br:35][C:36]1[CH:43]=[CH:42][C:39]([CH2:40]Br)=[CH:38][CH:37]=1.Cl. (5) Given the product [C:1]([C:5]1[CH:6]=[C:7]([C:15]2[CH:16]=[C:17]([C:28]([NH:32][C@H:33]3[CH2:36][C@H:35]([C:37]([O:39][CH3:40])=[O:38])[CH2:34]3)=[O:29])[N:18]([CH3:27])[C:19]=2[CH2:20][CH:21]2[CH2:22][CH2:23][CH2:24][CH2:25][CH2:26]2)[CH:8]=[C:9]([C:11]2([CH3:14])[CH2:12][CH2:13]2)[CH:10]=1)([CH3:4])([CH3:3])[CH3:2], predict the reactants needed to synthesize it. The reactants are: [C:1]([C:5]1[CH:6]=[C:7]([C:15]2[CH:16]=[C:17]([C:28](O)=[O:29])[N:18]([CH3:27])[C:19]=2[CH2:20][CH:21]2[CH2:26][CH2:25][CH2:24][CH2:23][CH2:22]2)[CH:8]=[C:9]([C:11]2([CH3:14])[CH2:13][CH2:12]2)[CH:10]=1)([CH3:4])([CH3:3])[CH3:2].Cl.[NH2:32][C@H:33]1[CH2:36][C@H:35]([C:37]([O:39][CH3:40])=[O:38])[CH2:34]1.CN(C(ON1N=NC2C=CC=NC1=2)=[N+](C)C)C.F[P-](F)(F)(F)(F)F.CCN(C(C)C)C(C)C. (6) Given the product [NH2:7][C:8]1[C:18]([N+:19]([O-:21])=[O:20])=[CH:17][C:11]([C:12]([O:14][CH2:15][CH3:16])=[O:13])=[C:10]([O:4][CH2:3][C:2]([F:6])([F:5])[F:1])[CH:9]=1, predict the reactants needed to synthesize it. The reactants are: [F:1][C:2]([F:6])([F:5])[CH2:3][OH:4].[NH2:7][C:8]1[C:18]([N+:19]([O-:21])=[O:20])=[CH:17][C:11]([C:12]([O:14][CH2:15][CH3:16])=[O:13])=[C:10](F)[CH:9]=1.O.